This data is from Forward reaction prediction with 1.9M reactions from USPTO patents (1976-2016). The task is: Predict the product of the given reaction. Given the reactants [CH2:1]([O:8][CH2:9][N:10]1[C:18]2[C:17]([NH2:19])=[N:16][C:15]([CH2:20][CH2:21][CH2:22][CH3:23])=[N:14][C:13]=2[C:12]([C:24]#[C:25][CH2:26][CH2:27][CH2:28][N:29]2[CH2:34][CH2:33][N:32]([CH:35](C)[CH3:36])[CH2:31][CH2:30]2)=[C:11]1[CH3:38])[C:2]1[CH:7]=[CH:6][CH:5]=[CH:4][CH:3]=1.C(OCN1C2C(N)=NC(CCCC)=NC=2C(I)=C1C)C1C=CC=CC=1.C(N1CCN(CCCC#C)CC1)C, predict the reaction product. The product is: [CH2:1]([O:8][CH2:9][N:10]1[C:18]2[C:17]([NH2:19])=[N:16][C:15]([CH2:20][CH2:21][CH2:22][CH3:23])=[N:14][C:13]=2[C:12]([C:24]#[C:25][CH2:26][CH2:27][CH2:28][N:29]2[CH2:30][CH2:31][N:32]([CH2:35][CH3:36])[CH2:33][CH2:34]2)=[C:11]1[CH3:38])[C:2]1[CH:7]=[CH:6][CH:5]=[CH:4][CH:3]=1.